From a dataset of Catalyst prediction with 721,799 reactions and 888 catalyst types from USPTO. Predict which catalyst facilitates the given reaction. (1) Reactant: [CH:1]([C:3]1[CH:4]=[C:5]([CH:9]=[CH:10][CH:11]=1)[C:6]([OH:8])=[O:7])=[CH2:2].CI.[C:14](=O)([O-])[O-].[K+].[K+].O. Product: [CH:1]([C:3]1[CH:4]=[C:5]([CH:9]=[CH:10][CH:11]=1)[C:6]([O:8][CH3:14])=[O:7])=[CH2:2]. The catalyst class is: 3. (2) Reactant: [BH4-].[Na+].[CH:3]([C:5]1[CH:6]=[C:7]([C:11]2[CH:16]=[CH:15][C:14]([C:17]([O:19][CH3:20])=[O:18])=[CH:13][CH:12]=2)[CH:8]=[CH:9][CH:10]=1)=[O:4]. Product: [OH:4][CH2:3][C:5]1[CH:6]=[C:7]([C:11]2[CH:16]=[CH:15][C:14]([C:17]([O:19][CH3:20])=[O:18])=[CH:13][CH:12]=2)[CH:8]=[CH:9][CH:10]=1. The catalyst class is: 8. (3) Reactant: [C:1]([CH:3]([CH:6]1[CH2:11][CH2:10][N:9]([C:12]([O:14][C:15]([CH3:18])([CH3:17])[CH3:16])=[O:13])[CH2:8][CH2:7]1)[CH:4]=O)#[N:2].[O:19]([C:26]1[CH:31]=[CH:30][C:29]([NH:32][CH2:33][C:34]#[N:35])=[CH:28][CH:27]=1)[C:20]1[CH:25]=[CH:24][CH:23]=[CH:22][CH:21]=1.CC1C=CC(S(O)(=O)=O)=CC=1.O. Product: [C:1]([C:3]([CH:6]1[CH2:11][CH2:10][N:9]([C:12]([O:14][C:15]([CH3:18])([CH3:17])[CH3:16])=[O:13])[CH2:8][CH2:7]1)=[CH:4][N:32]([CH2:33][C:34]#[N:35])[C:29]1[CH:28]=[CH:27][C:26]([O:19][C:20]2[CH:25]=[CH:24][CH:23]=[CH:22][CH:21]=2)=[CH:31][CH:30]=1)#[N:2]. The catalyst class is: 11.